The task is: Predict the reaction yield, written as a fraction of the theoretical maximum amount of product (1.0 means a 100% yield; for example, 0.34 means a 34% yield).. This data is from Reaction yield outcomes from USPTO patents with 853,638 reactions. (1) The reactants are [CH2:1]([O:3][C:4]([C:6]1[CH:10]=[C:9](C(O)=O)[O:8][N:7]=1)=[O:5])[CH3:2].C([N:16]([CH2:19]C)CC)C.[C:21]([OH:25])([CH3:24])([CH3:23])[CH3:22].C1(P(N=[N+]=[N-])(C2C=CC=CC=2)=[O:33])C=CC=CC=1. The catalyst is C1(C)C=CC=CC=1. The product is [C:21]([O:25][C:19]([NH:16][C:9]1[O:8][N:7]=[C:6]([C:4]([O:3][CH2:1][CH3:2])=[O:5])[CH:10]=1)=[O:33])([CH3:24])([CH3:23])[CH3:22]. The yield is 0.530. (2) The yield is 0.900. The product is [Cl:1][C:2]1[C:7]([Cl:8])=[CH:6][C:5]2[NH:9][C:16](=[O:17])[NH:10][C:4]=2[CH:3]=1. The catalyst is CN(C=O)C. The reactants are [Cl:1][C:2]1[CH:3]=[C:4]([NH2:10])[C:5]([NH2:9])=[CH:6][C:7]=1[Cl:8].C1N=CN([C:16](N2C=NC=C2)=[O:17])C=1.O. (3) The reactants are [C:1]1([NH2:8])[CH:6]=[CH:5][CH:4]=[CH:3][C:2]=1[NH2:7].[CH3:9][C:10]1[N:11]=[CH:12][S:13][C:14]=1[C:15](O)=O. No catalyst specified. The product is [NH:7]1[C:2]2[CH:3]=[CH:4][CH:5]=[CH:6][C:1]=2[N:8]=[C:15]1[C:14]1[S:13][CH:12]=[N:11][C:10]=1[CH3:9]. The yield is 0.130. (4) The reactants are [CH3:1][O:2][C:3]1[CH:4]=[C:5]2[C:10](=[CH:11][CH:12]=1)[C:9](=O)[NH:8][C:7]([CH3:14])=[C:6]2[C:15]1[CH:20]=[CH:19][CH:18]=[CH:17][CH:16]=1.O=P(Cl)(Cl)[Cl:23]. No catalyst specified. The product is [Cl:23][C:9]1[C:10]2[C:5](=[CH:4][C:3]([O:2][CH3:1])=[CH:12][CH:11]=2)[C:6]([C:15]2[CH:20]=[CH:19][CH:18]=[CH:17][CH:16]=2)=[C:7]([CH3:14])[N:8]=1. The yield is 0.100. (5) The reactants are O[CH:2]1[C:23]2[C:18](=[CH:19][CH:20]=[CH:21][CH:22]=2)[O:17][C:4]2([CH2:9][CH2:8][N:7]([C:10]([O:12][C:13]([CH3:16])([CH3:15])[CH3:14])=[O:11])[CH2:6][CH2:5]2)[CH2:3]1.O.CC1C=CC(S(O)(=O)=O)=CC=1.C(N(CC)CC)C. The catalyst is O1CCOCC1.ClCCl. The product is [N:7]1([C:10]([O:12][C:13]([CH3:16])([CH3:15])[CH3:14])=[O:11])[CH2:6][CH2:5][C:4]2([CH:3]=[CH:2][C:23]3[C:18](=[CH:19][CH:20]=[CH:21][CH:22]=3)[O:17]2)[CH2:9][CH2:8]1. The yield is 0.780. (6) The reactants are [Br:1][C:2]1[C:3]([CH2:9][OH:10])=[N:4][CH:5]=[CH:6][C:7]=1[CH3:8].CC(OI1(OC(C)=O)(OC(C)=O)OC(=O)C2C=CC=CC1=2)=O. The catalyst is C(Cl)Cl. The product is [Br:1][C:2]1[C:3]([CH:9]=[O:10])=[N:4][CH:5]=[CH:6][C:7]=1[CH3:8]. The yield is 0.790. (7) The reactants are [CH2:1]1[NH:6][CH2:5][CH2:4][N:3]2[C@@H:7]([CH2:11][OH:12])[CH2:8][CH2:9][CH2:10][C@@H:2]12.CCN(CC)CC.Cl[C:21]1[C:22]([C:27]#[N:28])=[N:23][CH:24]=[CH:25][N:26]=1. The yield is 0.810. The product is [OH:12][CH2:11][C@@H:7]1[N:3]2[CH2:4][CH2:5][N:6]([C:21]3[C:22]([C:27]#[N:28])=[N:23][CH:24]=[CH:25][N:26]=3)[CH2:1][C@@H:2]2[CH2:10][CH2:9][CH2:8]1. The catalyst is C1COCC1.C(Cl)Cl. (8) The reactants are [CH3:1][O:2][C:3]1[CH:8]=[CH:7][C:6]([OH:9])=[CH:5][CH:4]=1.Cl[C:11]1[C:20]2[C:15](=[CH:16][CH:17]=[CH:18][CH:19]=2)[N:14]=[CH:13][N:12]=1.[H-].[Na+]. The yield is 0.890. The catalyst is CN(C=O)C. The product is [CH3:1][O:2][C:3]1[CH:8]=[CH:7][C:6]([O:9][C:11]2[C:20]3[C:15](=[CH:16][CH:17]=[CH:18][CH:19]=3)[N:14]=[CH:13][N:12]=2)=[CH:5][CH:4]=1. (9) The reactants are C[O:2][C:3]1[CH:30]=[CH:29][C:6]([O:7][C:8]2[CH:13]=[CH:12][C:11]([C:14](=[O:28])[CH2:15][CH2:16][C:17]([NH:19][CH2:20][CH2:21][C:22]3[CH:23]=[N:24][CH:25]=[CH:26][CH:27]=3)=[O:18])=[CH:10][CH:9]=2)=[CH:5][CH:4]=1.C(=O)=O.CC(C)=O.B(Br)(Br)Br. The catalyst is C(Cl)Cl. The product is [OH:2][C:3]1[CH:4]=[CH:5][C:6]([O:7][C:8]2[CH:9]=[CH:10][C:11]([C:14](=[O:28])[CH2:15][CH2:16][C:17]([NH:19][CH2:20][CH2:21][C:22]3[CH:23]=[N:24][CH:25]=[CH:26][CH:27]=3)=[O:18])=[CH:12][CH:13]=2)=[CH:29][CH:30]=1. The yield is 0.850. (10) The reactants are [CH3:1][C:2]1[CH:7]=[CH:6][C:5]([C:8]2[CH:13]=[C:12]([N+:14]([O-:16])=[O:15])[CH:11]=[C:10]([C:17]([OH:19])=[O:18])[CH:9]=2)=[CH:4][CH:3]=1.O=S(Cl)Cl.[CH3:24]O. No catalyst specified. The product is [CH3:24][O:18][C:17]([C:10]1[CH:9]=[C:8]([C:5]2[CH:6]=[CH:7][C:2]([CH3:1])=[CH:3][CH:4]=2)[CH:13]=[C:12]([N+:14]([O-:16])=[O:15])[CH:11]=1)=[O:19]. The yield is 0.920.